This data is from Full USPTO retrosynthesis dataset with 1.9M reactions from patents (1976-2016). The task is: Predict the reactants needed to synthesize the given product. (1) Given the product [ClH:32].[O:1]=[C:2]1[N:6]([C:7]2[CH:12]=[CH:11][CH:10]=[CH:9][CH:8]=2)[CH2:5][C:4]2([CH2:17][CH2:16][N:15]([C:18]([NH:20][C:21]3[S:22][CH:23]=[C:24]([C:26]4[CH:31]=[CH:30][CH:29]=[CH:28][N:27]=4)[N:25]=3)=[O:19])[CH2:14][CH2:13]2)[O:3]1, predict the reactants needed to synthesize it. The reactants are: [O:1]=[C:2]1[N:6]([C:7]2[CH:12]=[CH:11][CH:10]=[CH:9][CH:8]=2)[CH2:5][C:4]2([CH2:17][CH2:16][N:15]([C:18]([NH:20][C:21]3[S:22][CH:23]=[C:24]([C:26]4[CH:31]=[CH:30][CH:29]=[CH:28][N:27]=4)[N:25]=3)=[O:19])[CH2:14][CH2:13]2)[O:3]1.[ClH:32].CCOCC. (2) Given the product [CH3:23][O:20][C:19](=[O:21])[CH2:18][O:17][C:5]1([CH2:4][CH2:3][CH:2]([CH3:22])[CH3:1])[C:14]2[C:9](=[CH:10][CH:11]=[CH:12][CH:13]=2)[C:8](=[O:15])[CH2:7][C:6]1=[O:16], predict the reactants needed to synthesize it. The reactants are: [CH3:1][CH:2]([CH3:22])[CH2:3][CH2:4][C:5]1([O:17][CH2:18][C:19]([OH:21])=[O:20])[C:14]2[C:9](=[CH:10][CH:11]=[CH:12][CH:13]=2)[C:8](=[O:15])[CH2:7][C:6]1=[O:16].[CH:23]1(N=C=NC2CCCCC2)CCCCC1. (3) Given the product [NH2:1][C:2]1[C:11]2[CH:10]=[CH:9][C:8]([F:12])=[C:7]([C:24]3[CH:25]=[C:26]([O:29][CH3:30])[CH:27]=[CH:28][C:23]=3[F:22])[C:6]=2[N:5]=[C:4]2[CH2:14][N:15]([CH:18]3[CH2:21][CH2:20][CH2:19]3)[C:16](=[O:17])[C:3]=12, predict the reactants needed to synthesize it. The reactants are: [NH2:1][C:2]1[C:11]2[CH:10]=[CH:9][C:8]([F:12])=[C:7](Br)[C:6]=2[N:5]=[C:4]2[CH2:14][N:15]([CH:18]3[CH2:21][CH2:20][CH2:19]3)[C:16](=[O:17])[C:3]=12.[F:22][C:23]1[CH:28]=[CH:27][C:26]([O:29][CH3:30])=[CH:25][C:24]=1B(O)O.